This data is from Forward reaction prediction with 1.9M reactions from USPTO patents (1976-2016). The task is: Predict the product of the given reaction. (1) Given the reactants [CH3:1][C:2]1([C:7]2[N:8]=[C:9]([CH2:12][N:13]3[CH:17]=[CH:16][C:15]([NH2:18])=[N:14]3)[S:10][CH:11]=2)[O:6]CCO1.[Cl:19][C:20]1[CH:21]=[C:22]([C:26]2[O:30][CH:29]=[N:28][C:27]=2[C:31](O)=[O:32])[CH:23]=[CH:24][CH:25]=1, predict the reaction product. The product is: [C:2]([C:7]1[N:8]=[C:9]([CH2:12][N:13]2[CH:17]=[CH:16][C:15]([NH:18][C:31]([C:27]3[N:28]=[CH:29][O:30][C:26]=3[C:22]3[CH:23]=[CH:24][CH:25]=[C:20]([Cl:19])[CH:21]=3)=[O:32])=[N:14]2)[S:10][CH:11]=1)(=[O:6])[CH3:1]. (2) Given the reactants Br[C:2]1[CH:3]=[N:4][CH:5]=[CH:6][CH:7]=1.[C:8]1([C@H:14]2[CH2:19][CH2:18][CH2:17][CH2:16][C@H:15]2[N:20]2[CH2:25][CH2:24][CH:23]([NH2:26])[CH2:22][CH2:21]2)[CH:13]=[CH:12][CH:11]=[CH:10][CH:9]=1.C1(P(C2C=CC=CC=2)C2C=CC3C(=CC=CC=3)C=2C2C3C(=CC=CC=3)C=CC=2P(C2C=CC=CC=2)C2C=CC=CC=2)C=CC=CC=1.CC(C)([O-])C.[Na+], predict the reaction product. The product is: [C:8]1([C@H:14]2[CH2:19][CH2:18][CH2:17][CH2:16][C@H:15]2[N:20]2[CH2:25][CH2:24][CH:23]([NH:26][C:2]3[CH:3]=[N:4][CH:5]=[CH:6][CH:7]=3)[CH2:22][CH2:21]2)[CH:9]=[CH:10][CH:11]=[CH:12][CH:13]=1. (3) Given the reactants [CH:1]1([O:4][C@H:5]2[CH2:9][N:8](C(OCC3C=CC=CC=3)=O)[C@H:7]([C:20]([O:22][CH3:23])=[O:21])[CH2:6]2)[CH2:3][CH2:2]1, predict the reaction product. The product is: [CH:1]1([O:4][C@H:5]2[CH2:9][NH:8][C@H:7]([C:20]([O:22][CH3:23])=[O:21])[CH2:6]2)[CH2:2][CH2:3]1. (4) Given the reactants [C:1]([O:5][C:6]([NH:8][C:9]1[S:13][C:12]2[CH:14]=[CH:15][CH:16]=[CH:17][C:11]=2[C:10]=1[C:18]([OH:20])=[O:19])=[O:7])([CH3:4])([CH3:3])[CH3:2].O[NH:22][C:23]([CH:25]1[CH2:27][CH2:26]1)=[NH:24], predict the reaction product. The product is: [NH2:24]/[C:23](=[N:22]\[O:19][C:18]([C:10]1[C:11]2[CH:17]=[CH:16][CH:15]=[CH:14][C:12]=2[S:13][C:9]=1[NH:8][C:6](=[O:7])[O:5][C:1]([CH3:4])([CH3:2])[CH3:3])=[O:20])/[CH:25]1[CH2:27][CH2:26]1. (5) The product is: [CH3:33][O:34][C:35]1[CH:36]=[C:37]([C:11]2[CH:12]=[CH:7][CH:8]=[C:9]([C:13]3[CH:30]=[CH:29][C:28]4[C:27]5[C:22](=[CH:23][CH:24]=[CH:25][CH:26]=5)[C:21]5[C:16](=[CH:17][CH:18]=[CH:19][CH:20]=5)[C:15]=4[CH:14]=3)[CH:10]=2)[CH:38]=[CH:39][CH:40]=1. Given the reactants FC(F)(F)S(O[C:7]1[CH:12]=[CH:11][CH:10]=[C:9]([C:13]2[CH:30]=[CH:29][C:28]3[C:27]4[C:22](=[CH:23][CH:24]=[CH:25][CH:26]=4)[C:21]4[C:16](=[CH:17][CH:18]=[CH:19][CH:20]=4)[C:15]=3[CH:14]=2)[CH:8]=1)(=O)=O.[CH3:33][O:34][C:35]1[CH:36]=[C:37](B(O)O)[CH:38]=[CH:39][CH:40]=1.[O-]P([O-])([O-])=O.[K+].[K+].[K+].C1(C)C=CC=CC=1, predict the reaction product. (6) Given the reactants C[O:2][C:3](=[O:25])[CH:4]([C:12]1[CH:17]=[CH:16][C:15]([N:18]2[C:22]([CH3:23])=[N:21][N:20]=[N:19]2)=[C:14]([Cl:24])[CH:13]=1)[CH2:5][CH:6]1[CH2:11][CH2:10][CH2:9][CH2:8][CH2:7]1.[OH-].[Na+], predict the reaction product. The product is: [Cl:24][C:14]1[CH:13]=[C:12]([CH:4]([CH2:5][CH:6]2[CH2:11][CH2:10][CH2:9][CH2:8][CH2:7]2)[C:3]([OH:25])=[O:2])[CH:17]=[CH:16][C:15]=1[N:18]1[C:22]([CH3:23])=[N:21][N:20]=[N:19]1. (7) Given the reactants [N+:1]([C:4]1[CH:5]=[C:6]2[C:10](=[CH:11][CH:12]=1)[NH:9][C:8]([C:13]([O:15]CC)=[O:14])=[C:7]2[C:18]1[CH:23]=[CH:22][CH:21]=[CH:20][CH:19]=1)([O-])=O.[F:24][C:25]([F:38])([F:37])[O:26][C:27]1[CH:32]=[CH:31][C:30]([S:33](Cl)(=[O:35])=[O:34])=[CH:29][CH:28]=1, predict the reaction product. The product is: [C:18]1([C:7]2[C:6]3[C:10](=[CH:11][CH:12]=[C:4]([NH:1][S:33]([C:30]4[CH:29]=[CH:28][C:27]([O:26][C:25]([F:24])([F:37])[F:38])=[CH:32][CH:31]=4)(=[O:35])=[O:34])[CH:5]=3)[NH:9][C:8]=2[C:13]([OH:15])=[O:14])[CH:19]=[CH:20][CH:21]=[CH:22][CH:23]=1. (8) Given the reactants [CH3:1][C:2]1[C:3](=[O:15])[N:4]([CH2:12][CH:13]=O)[C:5]2[C:10]([CH:11]=1)=[CH:9][CH:8]=[CH:7][CH:6]=2.[O:16]1[C:21]2[CH:22]=[CH:23][C:24]([CH2:26][N:27]([CH:35]3[CH2:40][CH2:39][NH:38][CH2:37][CH2:36]3)[C:28](=[O:34])[O:29][C:30]([CH3:33])([CH3:32])[CH3:31])=[CH:25][C:20]=2[O:19][CH2:18][CH2:17]1.C(O[BH-](OC(=O)C)OC(=O)C)(=O)C.[Na+].C(=O)([O-])O.[Na+], predict the reaction product. The product is: [O:16]1[C:21]2[CH:22]=[CH:23][C:24]([CH2:26][N:27]([CH:35]3[CH2:40][CH2:39][N:38]([CH2:13][CH2:12][N:4]4[C:5]5[C:10](=[CH:9][CH:8]=[CH:7][CH:6]=5)[CH:11]=[C:2]([CH3:1])[C:3]4=[O:15])[CH2:37][CH2:36]3)[C:28](=[O:34])[O:29][C:30]([CH3:33])([CH3:31])[CH3:32])=[CH:25][C:20]=2[O:19][CH2:18][CH2:17]1. (9) Given the reactants [Cl:1][C:2]1[CH:11]=[C:6]([C:7]([O:9][CH3:10])=[O:8])[C:5]([OH:12])=[CH:4][CH:3]=1.C([O-])([O-])=O.[K+].[K+].Br[CH2:20][CH2:21][CH2:22][N:23]1[C:27](=[O:28])[C:26]2=[CH:29][CH:30]=[CH:31][CH:32]=[C:25]2[C:24]1=[O:33], predict the reaction product. The product is: [Cl:1][C:2]1[CH:3]=[CH:4][C:5]([O:12][CH2:20][CH2:21][CH2:22][N:23]2[C:27](=[O:28])[C:26]3[C:25](=[CH:32][CH:31]=[CH:30][CH:29]=3)[C:24]2=[O:33])=[C:6]([CH:11]=1)[C:7]([O:9][CH3:10])=[O:8]. (10) Given the reactants Br[C:2]1[CH:3]=[C:4]([S:12]([NH2:15])(=[O:14])=[O:13])[CH:5]=[C:6]([CH:10]=[O:11])[C:7]=1[O:8][CH3:9].[N+:16]([C:19]1[CH:20]=[C:21](B(O)O)[CH:22]=[CH:23][CH:24]=1)([O-:18])=[O:17], predict the reaction product. The product is: [CH:10]([C:6]1[CH:5]=[C:4]([S:12]([NH2:15])(=[O:14])=[O:13])[CH:3]=[C:2]([C:23]2[CH:22]=[CH:21][CH:20]=[C:19]([N+:16]([O-:18])=[O:17])[CH:24]=2)[C:7]=1[O:8][CH3:9])=[O:11].